From a dataset of Forward reaction prediction with 1.9M reactions from USPTO patents (1976-2016). Predict the product of the given reaction. (1) Given the reactants [Br:1]Br.[O:3]=[C:4]1[CH2:10][CH2:9][CH2:8][N:7]([C:11]([O:13][CH2:14][CH3:15])=[O:12])[CH2:6][CH2:5]1, predict the reaction product. The product is: [Br:1][CH:10]1[C:4](=[O:3])[CH2:5][CH2:6][N:7]([C:11]([O:13][CH2:14][CH3:15])=[O:12])[CH2:8][CH2:9]1. (2) Given the reactants [Cl:1][C:2]1[CH:10]=[CH:9][CH:8]=[C:7]([C:11]([F:14])([F:13])[F:12])[C:3]=1[C:4]([OH:6])=O.C(Cl)(C(Cl)=O)=O.[I:21][C:22]1[C:30]2[C:29]([CH:31]=[O:32])=[CH:28][CH:27]=[CH:26][C:25]=2[NH:24][N:23]=1.CCN(CC)CC, predict the reaction product. The product is: [Cl:1][C:2]1[CH:10]=[CH:9][CH:8]=[C:7]([C:11]([F:14])([F:13])[F:12])[C:3]=1[C:4]([N:24]1[C:25]2[CH:26]=[CH:27][CH:28]=[C:29]([CH:31]=[O:32])[C:30]=2[C:22]([I:21])=[N:23]1)=[O:6]. (3) The product is: [OH:1][C:2]([C:37]1[S:38][CH:39]=[CH:40][CH:41]=1)([C:42]1[S:43][CH:44]=[CH:45][CH:46]=1)[C:3]([O:5][C@H:6]1[CH2:7][CH2:8][C@H:9]([N:12]([CH2:14][CH2:15][C:16]([NH:18][C:19]2[CH:24]=[C:23]([O:25][CH3:26])[C:22]([CH2:27][OH:28])=[CH:21][C:20]=2[Cl:36])=[O:17])[CH3:13])[CH2:10][CH2:11]1)=[O:4]. Given the reactants [OH:1][C:2]([C:42]1[S:43][CH:44]=[CH:45][CH:46]=1)([C:37]1[S:38][CH:39]=[CH:40][CH:41]=1)[C:3]([O:5][C@H:6]1[CH2:11][CH2:10][C@H:9]([N:12]([CH2:14][CH2:15][C:16]([NH:18][C:19]2[CH:24]=[C:23]([O:25][CH3:26])[C:22]([CH2:27][O:28][Si](C(C)(C)C)(C)C)=[CH:21][C:20]=2[Cl:36])=[O:17])[CH3:13])[CH2:8][CH2:7]1)=[O:4].Cl.C(=O)(O)[O-].[Na+], predict the reaction product. (4) Given the reactants [Br:1][C:2]1[CH:3]=[C:4]2[C:12](=[CH:13][CH:14]=1)[NH:11][C:10]1[CH:9]([NH2:15])[CH2:8][CH2:7][CH2:6][C:5]2=1.[C:16]1([CH3:25])[CH:21]=[CH:20][CH:19]=[C:18]([C:22](Cl)=[O:23])[CH:17]=1, predict the reaction product. The product is: [Br:1][C:2]1[CH:3]=[C:4]2[C:12](=[CH:13][CH:14]=1)[NH:11][C:10]1[CH:9]([NH:15][C:22](=[O:23])[C:18]3[CH:19]=[CH:20][CH:21]=[C:16]([CH3:25])[CH:17]=3)[CH2:8][CH2:7][CH2:6][C:5]2=1. (5) Given the reactants [OH:1][C:2]1([CH2:9][NH:10][C:11]([C:13]2[C:14]3[CH:15]=[CH:16][C:17](Cl)=[N:18][C:19]=3[CH:20]=[CH:21][C:22]=2[Cl:23])=[O:12])[CH2:7][CH2:6][CH2:5][CH:4]([CH3:8])[CH2:3]1.CCN(C(C)C)C(C)C.[CH3:34][N:35]([CH3:41])[CH:36]1[CH2:40][CH2:39][NH:38][CH2:37]1, predict the reaction product. The product is: [OH:1][C:2]1([CH2:9][NH:10][C:11]([C:13]2[C:14]3[CH:15]=[CH:16][C:17]([N:38]4[CH2:39][CH2:40][CH:36]([N:35]([CH3:41])[CH3:34])[CH2:37]4)=[N:18][C:19]=3[CH:20]=[CH:21][C:22]=2[Cl:23])=[O:12])[CH2:7][CH2:6][CH2:5][CH:4]([CH3:8])[CH2:3]1. (6) The product is: [I:35][C:36]1[C:37](=[O:46])[N:38]([CH3:45])[CH:39]=[C:40]([C:59]2[CH:58]=[CH:57][N:56]=[C:55]([O:54][CH2:53][CH:50]3[CH2:51][CH2:52][O:47][CH2:48][CH2:49]3)[CH:60]=2)[C:41]=1[O:42][CH3:43]. Given the reactants C1C=C(S([O-])(=O)=O)C=C(P(C2C=CC=C(S([O-])(=O)=O)C=2)C2C=CC=C(S([O-])(=O)=O)C=2)C=1.[Na+].[Na+].[Na+].[I:35][C:36]1[C:37](=[O:46])[N:38]([CH3:45])[CH:39]=[C:40](I)[C:41]=1[O:42][CH3:43].[O:47]1[CH2:52][CH2:51][CH:50]([CH2:53][O:54][C:55]2[CH:60]=[C:59](B3OC(C)(C)C(C)(C)O3)[CH:58]=[CH:57][N:56]=2)[CH2:49][CH2:48]1.CCN(C(C)C)C(C)C, predict the reaction product. (7) The product is: [C:65]([O:69][C:70]([CH2:71][CH2:72][C@H:73]([NH:77][C:78]([O:80][C:81]([CH3:84])([CH3:83])[CH3:82])=[O:79])[C:74]([NH:31][CH2:32][C:33]([NH:35][CH2:36][C:37](=[C:39]1[CH2:44][CH2:43][CH2:42][N:41]([C:45]2[C:54]([O:55][CH3:56])=[C:53]3[C:48]([C:49](=[O:63])[C:50]([C:60]([OH:62])=[O:61])=[CH:51][N:52]3[CH:57]3[CH2:58][CH2:59]3)=[CH:47][C:46]=2[F:64])[CH2:40]1)[F:38])=[O:34])=[O:75])=[O:85])([CH3:67])([CH3:68])[CH3:66]. Given the reactants CN(C(ON1N=NC2C=CC=NC1=2)=[N+](C)C)C.F[P-](F)(F)(F)(F)F.C1COCC1.Cl.[NH2:31][CH2:32][C:33]([NH:35][CH2:36][C:37](=[C:39]1[CH2:44][CH2:43][CH2:42][N:41]([C:45]2[C:54]([O:55][CH3:56])=[C:53]3[C:48]([C:49](=[O:63])[C:50]([C:60]([OH:62])=[O:61])=[CH:51][N:52]3[CH:57]3[CH2:59][CH2:58]3)=[CH:47][C:46]=2[F:64])[CH2:40]1)[F:38])=[O:34].[C:65]([O:69][C:70](=[O:85])[CH2:71][CH2:72][C@H:73]([NH:77][C:78]([O:80][C:81]([CH3:84])([CH3:83])[CH3:82])=[O:79])[C:74](O)=[O:75])([CH3:68])([CH3:67])[CH3:66], predict the reaction product. (8) Given the reactants [CH2:1]([C:4]1[CH:9]=[CH:8][C:7]([CH:10]=[CH:11][C:12]2[C:13]([C:21]3[CH:26]=[CH:25][C:24]([CH2:27][CH2:28][CH2:29][CH2:30][CH3:31])=[CH:23][CH:22]=3)=[C:14]([F:20])[C:15]([F:19])=[C:16]([CH3:18])[CH:17]=2)=[CH:6][CH:5]=1)[CH2:2][CH3:3].[H][H], predict the reaction product. The product is: [CH2:1]([C:4]1[CH:5]=[CH:6][C:7]([CH2:10][CH2:11][C:12]2[C:13]([C:21]3[CH:26]=[CH:25][C:24]([CH2:27][CH2:28][CH2:29][CH2:30][CH3:31])=[CH:23][CH:22]=3)=[C:14]([F:20])[C:15]([F:19])=[C:16]([CH3:18])[CH:17]=2)=[CH:8][CH:9]=1)[CH2:2][CH3:3]. (9) The product is: [CH2:14]([O:13][C:11]([C:10]1[CH:9]=[N:8][N:7]2[C:2]([NH:35][C:34]3[CH:36]=[CH:37][CH:38]=[C:39]([CH3:40])[C:33]=3[F:32])=[C:3]([C:16]([N:18]3[CH2:23][CH2:22][C:21]4([C:27]5[CH:28]=[CH:29][CH:30]=[CH:31][C:26]=5[O:25][CH2:24]4)[CH2:20][CH2:19]3)=[O:17])[CH:4]=[N:5][C:6]=12)=[O:12])[CH3:15]. Given the reactants Cl[C:2]1[N:7]2[N:8]=[CH:9][C:10]([C:11]([O:13][CH2:14][CH3:15])=[O:12])=[C:6]2[N:5]=[CH:4][C:3]=1[C:16]([N:18]1[CH2:23][CH2:22][C:21]2([C:27]3[CH:28]=[CH:29][CH:30]=[CH:31][C:26]=3[O:25][CH2:24]2)[CH2:20][CH2:19]1)=[O:17].[F:32][C:33]1[C:39]([CH3:40])=[CH:38][CH:37]=[CH:36][C:34]=1[NH2:35], predict the reaction product. (10) Given the reactants [CH2:1]([NH2:8])[C:2]1[CH:7]=[CH:6][CH:5]=[CH:4][CH:3]=1.[OH:9][C@H:10]([CH2:25][CH2:26][CH3:27])[C@H:11]([CH3:24])[C:12](N1C2C=CC=CC=2OC1=O)=[O:13], predict the reaction product. The product is: [CH2:1]([NH:8][C:12](=[O:13])[C@@H:11]([CH3:24])[C@H:10]([OH:9])[CH2:25][CH2:26][CH3:27])[C:2]1[CH:7]=[CH:6][CH:5]=[CH:4][CH:3]=1.